The task is: Predict the reactants needed to synthesize the given product.. This data is from Full USPTO retrosynthesis dataset with 1.9M reactions from patents (1976-2016). (1) Given the product [NH2:1][C:2]1[C:3]2[C:29]([CH3:36])([C:30]([NH:32][CH:33]3[CH2:35][CH2:34]3)=[O:31])[C:28](=[O:37])[NH:27][C:4]=2[N:5]=[C:6]([C:8]2[C:16]3[C:11](=[N:12][C:13]([C:38]#[N:39])=[CH:14][CH:15]=3)[N:10]([CH2:18][CH2:19][C:20]([F:26])([F:25])[C:21]([F:24])([F:23])[F:22])[N:9]=2)[N:7]=1, predict the reactants needed to synthesize it. The reactants are: [NH2:1][C:2]1[C:3]2[C:29]([CH3:36])([C:30]([NH:32][CH:33]3[CH2:35][CH2:34]3)=[O:31])[C:28](=[O:37])[NH:27][C:4]=2[N:5]=[C:6]([C:8]2[C:16]3[C:11](=[N:12][C:13](Cl)=[CH:14][CH:15]=3)[N:10]([CH2:18][CH2:19][C:20]([F:26])([F:25])[C:21]([F:24])([F:23])[F:22])[N:9]=2)[N:7]=1.[CH3:38][N:39](C=O)C. (2) Given the product [F:7][C:6]12[O:14][C:5]1([F:8])[C:4]([F:9])([F:10])[C:3]([F:11])([F:12])[C:2]2([F:13])[F:1], predict the reactants needed to synthesize it. The reactants are: [F:1][C:2]1([F:13])[C:6]([F:7])=[C:5]([F:8])[C:4]([F:10])([F:9])[C:3]1([F:12])[F:11].[OH2:14]. (3) The reactants are: S(Cl)([Cl:3])=O.[Cl:5][C:6]1[CH:11]=[CH:10][C:9]([C:12]2[CH:17]=[CH:16][CH:15]=[C:14]([CH2:18]O)[CH:13]=2)=[C:8]([CH3:20])[CH:7]=1. Given the product [Cl:5][C:6]1[CH:11]=[CH:10][C:9]([C:12]2[CH:17]=[CH:16][CH:15]=[C:14]([CH2:18][Cl:3])[CH:13]=2)=[C:8]([CH3:20])[CH:7]=1, predict the reactants needed to synthesize it. (4) Given the product [CH2:1]([O:2][C:3]([C@H:4]1[C@H:5]([C:6]2[CH:7]=[N:8][CH:9]=[C:10]([C:12]([F:15])([F:13])[F:14])[CH:11]=2)[C@H:18]1[C:19]1[CH:24]=[CH:23][CH:22]=[CH:21][CH:20]=1)=[O:16])[CH3:31], predict the reactants needed to synthesize it. The reactants are: [CH3:1][O:2][C:3](=[O:16])/[CH:4]=[CH:5]/[C:6]1[CH:7]=[N:8][CH:9]=[C:10]([C:12]([F:15])([F:14])[F:13])[CH:11]=1.[Br-].[CH2:18]([S+]1CCCC1)[C:19]1[CH:24]=[CH:23][CH:22]=[CH:21][CH:20]=1.[Li+].[CH3:31][Si]([N-][Si](C)(C)C)(C)C. (5) Given the product [Cl:18][C:2]1[C:7]([Br:8])=[N:6][C:5]([Br:9])=[CH:4][N:3]=1, predict the reactants needed to synthesize it. The reactants are: N[C:2]1[C:7]([Br:8])=[N:6][C:5]([Br:9])=[CH:4][N:3]=1.C(ON=O)(C)(C)C.C(Cl)[Cl:18].